From a dataset of Experimentally validated miRNA-target interactions with 360,000+ pairs, plus equal number of negative samples. Binary Classification. Given a miRNA mature sequence and a target amino acid sequence, predict their likelihood of interaction. The miRNA is hsa-miR-4642 with sequence AUGGCAUCGUCCCCUGGUGGCU. The protein sequence of the target gene is MAWRPGERGAPASRPRLALLLLLLLLPLPSGAWYKHVASPRYHTVGRAAGLLMGLRRSPYLWRRALRAAAGPLARDTLSPEPAAREAPLLLPSWVQELWETRRRSSQAGIPVRAPRSPRAPEPALEPESLDFSGAGQRLRRDVSRPAVDPAANRLGLPCLAPGPF. Result: 0 (no interaction).